Dataset: HIV replication inhibition screening data with 41,000+ compounds from the AIDS Antiviral Screen. Task: Binary Classification. Given a drug SMILES string, predict its activity (active/inactive) in a high-throughput screening assay against a specified biological target. (1) The molecule is Cc1nc2ccc(S(=O)(=O)Nc3ccccc3Cl)cc2c(=O)n1NC(=O)CNc1ccccc1Cl. The result is 0 (inactive). (2) The compound is Cc1ccccc1NC(=O)Cc1csc2[n+]1C(=O)C(=Cc1ccc3c(c1)OCO3)S2.[Br-]. The result is 0 (inactive). (3) The compound is N#Cc1ccsc1C#N. The result is 0 (inactive). (4) The compound is CC(=NN(C)C)C(CN(C)C)C(c1ccccc1)c1c(O)c2ccccc2oc1=O.Cl. The result is 0 (inactive). (5) The drug is CCS(=O)(=O)CCn1cnc2c1c(=O)n(C)c(=O)n2C. The result is 0 (inactive). (6) The drug is Br.c1cnc2c(c1)-n1cccc1C1(CCSCC1)NN2. The result is 0 (inactive). (7) The result is 0 (inactive). The compound is C[N+](C)(C)CC1CCC(C[N+](C)(C)C)C1=NO.[I-]. (8) The compound is CC1=NN(C(=O)c2ccc(Cl)cc2)C(=O)C1=Cc1cccc([N+](=O)[O-])c1. The result is 0 (inactive). (9) The compound is CCOC(=O)C(NC(=O)CC)(C(F)(F)F)P(=O)(OCC)OCC. The result is 0 (inactive). (10) The drug is CC(C)N1CCOC12CCCC2. The result is 0 (inactive).